From a dataset of Peptide-MHC class I binding affinity with 185,985 pairs from IEDB/IMGT. Regression. Given a peptide amino acid sequence and an MHC pseudo amino acid sequence, predict their binding affinity value. This is MHC class I binding data. (1) The peptide sequence is EVIPMFSAL. The MHC is HLA-A02:02 with pseudo-sequence HLA-A02:02. The binding affinity (normalized) is 0.166. (2) The peptide sequence is VLQAGFFLL. The MHC is HLA-A02:02 with pseudo-sequence HLA-A02:02. The binding affinity (normalized) is 0.742. (3) The peptide sequence is YDPVLMFLLF. The MHC is Mamu-A01 with pseudo-sequence Mamu-A01. The binding affinity (normalized) is 1.00. (4) The peptide sequence is ALGYTTEEI. The MHC is HLA-B27:05 with pseudo-sequence HLA-B27:05. The binding affinity (normalized) is 0.0847. (5) The peptide sequence is ATVVIGTSK. The MHC is HLA-A33:01 with pseudo-sequence HLA-A33:01. The binding affinity (normalized) is 0. (6) The peptide sequence is AIDRQVSVKL. The MHC is HLA-A02:03 with pseudo-sequence HLA-A02:03. The binding affinity (normalized) is 0.123. (7) The peptide sequence is ALSEAREHLK. The MHC is HLA-A68:01 with pseudo-sequence HLA-A68:01. The binding affinity (normalized) is 0.261. (8) The peptide sequence is HAYQGDYKL. The MHC is HLA-A02:01 with pseudo-sequence HLA-A02:01. The binding affinity (normalized) is 0.